Task: Regression. Given two drug SMILES strings and cell line genomic features, predict the synergy score measuring deviation from expected non-interaction effect.. Dataset: NCI-60 drug combinations with 297,098 pairs across 59 cell lines (1) Drug 1: CN1C2=C(C=C(C=C2)N(CCCl)CCCl)N=C1CCCC(=O)O.Cl. Drug 2: COCCOC1=C(C=C2C(=C1)C(=NC=N2)NC3=CC=CC(=C3)C#C)OCCOC.Cl. Cell line: M14. Synergy scores: CSS=-2.54, Synergy_ZIP=-1.42, Synergy_Bliss=-4.12, Synergy_Loewe=-6.02, Synergy_HSA=-6.02. (2) Drug 1: C1CCN(CC1)CCOC2=CC=C(C=C2)C(=O)C3=C(SC4=C3C=CC(=C4)O)C5=CC=C(C=C5)O. Drug 2: CC(C1=C(C=CC(=C1Cl)F)Cl)OC2=C(N=CC(=C2)C3=CN(N=C3)C4CCNCC4)N. Cell line: HT29. Synergy scores: CSS=-3.34, Synergy_ZIP=1.84, Synergy_Bliss=1.58, Synergy_Loewe=-9.48, Synergy_HSA=-5.83. (3) Drug 1: CC12CCC3C(C1CCC2=O)CC(=C)C4=CC(=O)C=CC34C. Drug 2: CN(C)C1=NC(=NC(=N1)N(C)C)N(C)C. Cell line: OVCAR-5. Synergy scores: CSS=42.6, Synergy_ZIP=3.88, Synergy_Bliss=6.79, Synergy_Loewe=-26.1, Synergy_HSA=4.03. (4) Drug 1: C1=NC2=C(N1)C(=S)N=C(N2)N. Drug 2: CC=C1C(=O)NC(C(=O)OC2CC(=O)NC(C(=O)NC(CSSCCC=C2)C(=O)N1)C(C)C)C(C)C. Cell line: ACHN. Synergy scores: CSS=51.9, Synergy_ZIP=0.581, Synergy_Bliss=-0.933, Synergy_Loewe=0.977, Synergy_HSA=2.31. (5) Drug 1: CC1=C(C=C(C=C1)C(=O)NC2=CC(=CC(=C2)C(F)(F)F)N3C=C(N=C3)C)NC4=NC=CC(=N4)C5=CN=CC=C5. Drug 2: CN(C(=O)NC(C=O)C(C(C(CO)O)O)O)N=O. Cell line: T-47D. Synergy scores: CSS=-1.60, Synergy_ZIP=3.41, Synergy_Bliss=5.17, Synergy_Loewe=-0.613, Synergy_HSA=-0.193. (6) Drug 1: CN(C)C1=NC(=NC(=N1)N(C)C)N(C)C. Drug 2: CC1C(C(=O)NC(C(=O)N2CCCC2C(=O)N(CC(=O)N(C(C(=O)O1)C(C)C)C)C)C(C)C)NC(=O)C3=C4C(=C(C=C3)C)OC5=C(C(=O)C(=C(C5=N4)C(=O)NC6C(OC(=O)C(N(C(=O)CN(C(=O)C7CCCN7C(=O)C(NC6=O)C(C)C)C)C)C(C)C)C)N)C. Cell line: PC-3. Synergy scores: CSS=-1.30, Synergy_ZIP=0.560, Synergy_Bliss=-0.842, Synergy_Loewe=-0.811, Synergy_HSA=-2.03. (7) Drug 1: CCCCC(=O)OCC(=O)C1(CC(C2=C(C1)C(=C3C(=C2O)C(=O)C4=C(C3=O)C=CC=C4OC)O)OC5CC(C(C(O5)C)O)NC(=O)C(F)(F)F)O. Drug 2: N.N.Cl[Pt+2]Cl. Cell line: A549. Synergy scores: CSS=69.5, Synergy_ZIP=2.13, Synergy_Bliss=2.26, Synergy_Loewe=2.26, Synergy_HSA=5.24. (8) Drug 1: CCN(CC)CCCC(C)NC1=C2C=C(C=CC2=NC3=C1C=CC(=C3)Cl)OC. Drug 2: C1CN(P(=O)(OC1)NCCCl)CCCl. Cell line: HCT-15. Synergy scores: CSS=38.0, Synergy_ZIP=2.31, Synergy_Bliss=5.21, Synergy_Loewe=-14.6, Synergy_HSA=1.31. (9) Drug 1: C1=CC(=CC=C1CCCC(=O)O)N(CCCl)CCCl. Drug 2: C1CCC(C(C1)N)N.C(=O)(C(=O)[O-])[O-].[Pt+4]. Cell line: UACC62. Synergy scores: CSS=28.1, Synergy_ZIP=-11.4, Synergy_Bliss=-6.17, Synergy_Loewe=-4.95, Synergy_HSA=-3.06.